From a dataset of Forward reaction prediction with 1.9M reactions from USPTO patents (1976-2016). Predict the product of the given reaction. (1) Given the reactants [Cl:1][C:2]1[N:3]=[C:4]([N:12]2[CH2:17][CH2:16][O:15][CH2:14][CH2:13]2)[C:5]2[N:10]=[C:9](I)[S:8][C:6]=2[N:7]=1.[CH3:18][S:19]([NH:22][C:23]1[CH:24]=[C:25](B(O)O)[CH:26]=[CH:27][CH:28]=1)(=[O:21])=[O:20], predict the reaction product. The product is: [Cl:1][C:2]1[N:3]=[C:4]([N:12]2[CH2:17][CH2:16][O:15][CH2:14][CH2:13]2)[C:5]2[N:10]=[C:9]([C:27]3[CH:28]=[C:23]([NH:22][S:19]([CH3:18])(=[O:20])=[O:21])[CH:24]=[CH:25][CH:26]=3)[S:8][C:6]=2[N:7]=1. (2) Given the reactants Br[C:2]1[C:7]2=[N:8][C:9]([C:12]([NH2:14])=[O:13])=[CH:10][N:11]=[C:6]2[CH:5]=[N:4][CH:3]=1.[OH:15][CH2:16][C:17]1[CH:22]=[CH:21][C:20](B(O)O)=[CH:19][CH:18]=1.C(=O)([O-])[O-].[Cs+].[Cs+].O1CCOCC1, predict the reaction product. The product is: [OH:15][CH2:16][C:17]1[CH:22]=[CH:21][C:20]([C:2]2[C:7]3=[N:8][C:9]([C:12]([NH2:14])=[O:13])=[CH:10][N:11]=[C:6]3[CH:5]=[N:4][CH:3]=2)=[CH:19][CH:18]=1.